Dataset: Reaction yield outcomes from USPTO patents with 853,638 reactions. Task: Predict the reaction yield, written as a fraction of the theoretical maximum amount of product (1.0 means a 100% yield; for example, 0.34 means a 34% yield). (1) The reactants are [Br:1][C:2]1[C:10]2[NH:9][CH:8]=[N:7][C:6]=2[CH:5]=[C:4]([NH2:11])[CH:3]=1. The catalyst is C(O)C(C)C. The product is [Br:1][C:2]1[C:10]2[N:9]=[CH:8][NH:7][C:6]=2[CH:5]=[C:4]([NH:11][C:8]2[NH:9][CH2:10][CH2:6][N:7]=2)[CH:3]=1. The yield is 0.780. (2) The reactants are [CH3:1][C:2]1([CH3:12])[O:6][C:5](=[CH:7][C:8](Cl)=[O:9])[C:4](=[O:11])[O:3]1.[F:13][C:14]1[CH:19]=[CH:18][C:17]([CH2:20][CH2:21][CH2:22][NH:23][O:24][CH3:25])=[CH:16][CH:15]=1. No catalyst specified. The product is [CH3:1][C:2]1([CH3:12])[O:6][C:5](=[CH:7][C:8]([N:23]([CH2:22][CH2:21][CH2:20][C:17]2[CH:16]=[CH:15][C:14]([F:13])=[CH:19][CH:18]=2)[O:24][CH3:25])=[O:9])[C:4](=[O:11])[O:3]1. The yield is 0.970. (3) The reactants are O[C:2]1[C:11]2[C:6](=[N:7][CH:8]=[CH:9][CH:10]=2)[N:5]([C:12]2[CH:17]=[CH:16][CH:15]=[CH:14][CH:13]=2)[C:4](=[O:18])[C:3]=1[C:19](=O)[CH2:20][C:21]1[CH:26]=[C:25]([O:27][CH3:28])[CH:24]=[C:23]([O:29][CH3:30])[CH:22]=1.O.[NH2:33][NH2:34]. The catalyst is CN(C=O)C. The product is [CH3:30][O:29][C:23]1[CH:22]=[C:21]([CH:26]=[C:25]([O:27][CH3:28])[CH:24]=1)[CH2:20][C:19]1[C:3]2[C:4](=[O:18])[N:5]([C:12]3[CH:13]=[CH:14][CH:15]=[CH:16][CH:17]=3)[C:6]3[N:7]=[CH:8][CH:9]=[CH:10][C:11]=3[C:2]=2[NH:34][N:33]=1. The yield is 0.900. (4) The yield is 0.550. The reactants are [NH2:1][C:2]1[N:7]=[CH:6][C:5]([N:8]2[CH2:13][CH2:12][N:11]([C:14]([O:16][C:17]([CH3:20])([CH3:19])[CH3:18])=[O:15])[CH2:10][C@@H:9]2[CH2:21][CH3:22])=[CH:4][CH:3]=1.Br[C:24]1[C:25](=[O:32])[N:26]([CH3:31])[CH:27]=[C:28]([Br:30])[CH:29]=1.CC1(C)C2C(=C(P(C3C=CC=CC=3)C3C=CC=CC=3)C=CC=2)OC2C(P(C3C=CC=CC=3)C3C=CC=CC=3)=CC=CC1=2.C(=O)([O-])[O-].[Cs+].[Cs+]. The product is [Br:30][C:28]1[CH:29]=[C:24]([NH:1][C:2]2[N:7]=[CH:6][C:5]([N:8]3[CH2:13][CH2:12][N:11]([C:14]([O:16][C:17]([CH3:18])([CH3:20])[CH3:19])=[O:15])[CH2:10][C@@H:9]3[CH2:21][CH3:22])=[CH:4][CH:3]=2)[C:25](=[O:32])[N:26]([CH3:31])[CH:27]=1. The catalyst is C1C=CC(/C=C/C(/C=C/C2C=CC=CC=2)=O)=CC=1.C1C=CC(/C=C/C(/C=C/C2C=CC=CC=2)=O)=CC=1.C1C=CC(/C=C/C(/C=C/C2C=CC=CC=2)=O)=CC=1.[Pd].[Pd].O1CCOCC1. (5) The product is [C:1]([C@H:5]1[CH2:6][CH2:7][C@H:8]([O:11][C:12]2[C:13]([C:31]([F:34])([F:32])[F:33])=[C:14]3[C:19](=[CH:20][CH:21]=2)[CH:18]=[C:17]([CH2:22][N:23]2[CH2:26][CH:25]([C:27]([OH:29])=[O:28])[CH2:24]2)[CH:16]=[CH:15]3)[CH2:9][CH2:10]1)([CH3:4])([CH3:2])[CH3:3]. The reactants are [C:1]([C@H:5]1[CH2:10][CH2:9][C@H:8]([O:11][C:12]2[C:13]([C:31]([F:34])([F:33])[F:32])=[C:14]3[C:19](=[CH:20][CH:21]=2)[CH:18]=[C:17]([CH2:22][N:23]2[CH2:26][CH:25]([C:27]([O:29]C)=[O:28])[CH2:24]2)[CH:16]=[CH:15]3)[CH2:7][CH2:6]1)([CH3:4])([CH3:3])[CH3:2].[OH-].[Na+].Cl. The yield is 0.700. The catalyst is C(O)C.